Dataset: Catalyst prediction with 721,799 reactions and 888 catalyst types from USPTO. Task: Predict which catalyst facilitates the given reaction. (1) Reactant: [NH:1]1[CH2:6][CH2:5][CH:4]([CH2:7][OH:8])[CH2:3][CH2:2]1.[CH2:9]([S:11]([N:14]1[CH2:17][C:16](=[CH:18][C:19]#[N:20])[CH2:15]1)(=[O:13])=[O:12])[CH3:10].C1CCN2C(=NCCC2)CC1. Product: [CH2:9]([S:11]([N:14]1[CH2:15][C:16]([CH2:18][C:19]#[N:20])([N:1]2[CH2:6][CH2:5][CH:4]([CH2:7][OH:8])[CH2:3][CH2:2]2)[CH2:17]1)(=[O:12])=[O:13])[CH3:10]. The catalyst class is: 291. (2) Product: [Br:1][C:13]1[N:12]=[CH:11][C:10]([N:15]2[CH2:16][CH2:17][O:18][CH2:19][CH2:20]2)=[N:9][CH:14]=1. Reactant: [Br:1]N1C(=O)CCC1=O.[N:9]1[CH:14]=[CH:13][N:12]=[CH:11][C:10]=1[N:15]1[CH2:20][CH2:19][O:18][CH2:17][CH2:16]1. The catalyst class is: 2. (3) Reactant: [NH2:1][C@@H:2]1[CH2:6][CH2:5][CH2:4][C@H:3]1[CH2:7][OH:8].C(N(CC)CC)C.[Cl:16][C:17]1[CH:22]=[CH:21][C:20]([S:23](Cl)(=[O:25])=[O:24])=[CH:19][CH:18]=1.C(OCC)(=O)C. Product: [Cl:16][C:17]1[CH:22]=[CH:21][C:20]([S:23]([NH:1][C@@H:2]2[CH2:6][CH2:5][CH2:4][C@H:3]2[CH2:7][OH:8])(=[O:25])=[O:24])=[CH:19][CH:18]=1. The catalyst class is: 7.